This data is from Forward reaction prediction with 1.9M reactions from USPTO patents (1976-2016). The task is: Predict the product of the given reaction. Given the reactants [CH2:1]([C:5]1[N:6]=[C:7]([CH3:27])[NH:8][C:9](=[O:26])[C:10]=1[CH2:11][C:12]1[CH:17]=[CH:16][C:15]([C:18]2[C:19]([C:24]#[N:25])=[CH:20][CH:21]=[CH:22][CH:23]=2)=[CH:14][CH:13]=1)[CH2:2][CH2:3][CH3:4].C(=O)([O-])[O-].[K+].[K+].Cl[CH2:35][C:36]1[N:40]=[C:39]([C:41]2[CH:45]=[CH:44][S:43][CH:42]=2)[O:38][N:37]=1.CN(C)C=O, predict the reaction product. The product is: [CH2:1]([C:5]1[N:6]=[C:7]([CH3:27])[N:8]([CH2:35][C:36]2[N:40]=[C:39]([C:41]3[CH:45]=[CH:44][S:43][CH:42]=3)[O:38][N:37]=2)[C:9](=[O:26])[C:10]=1[CH2:11][C:12]1[CH:17]=[CH:16][C:15]([C:18]2[C:19]([C:24]#[N:25])=[CH:20][CH:21]=[CH:22][CH:23]=2)=[CH:14][CH:13]=1)[CH2:2][CH2:3][CH3:4].